Dataset: Full USPTO retrosynthesis dataset with 1.9M reactions from patents (1976-2016). Task: Predict the reactants needed to synthesize the given product. (1) The reactants are: [F:1][B-:2]([F:5])([F:4])[F:3].F[B-](F)(F)F.[CH3:11][C:12]1[CH:17]=[CH:16][C:15]([C:18]2[CH:23]=[C:22]([C:24]3[CH:29]=[CH:28][NH2+:27][CH2:26][CH:25]=3)[CH:21]=[C:20]([C:30]3[CH:35]=[CH:34][C:33]([CH3:36])=[CH:32][CH:31]=3)[O+]=2)=[CH:14][CH:13]=1.[NH2:37][C:38]1[CH:43]=[CH:42][C:41]([NH2:44])=[CH:40][CH:39]=1.C([O-])(=O)C.[Na+]. Given the product [F:1][B-:2]([F:5])([F:4])[F:3].[NH2:37][C:38]1[CH:43]=[CH:42][C:41]([N+:44]2[C:18]([C:15]3[CH:16]=[CH:17][C:12]([CH3:11])=[CH:13][CH:14]=3)=[CH:23][C:22]([C:24]3[CH:29]=[CH:28][N:27]=[CH:26][CH:25]=3)=[CH:21][C:20]=2[C:30]2[CH:35]=[CH:34][C:33]([CH3:36])=[CH:32][CH:31]=2)=[CH:40][CH:39]=1, predict the reactants needed to synthesize it. (2) Given the product [OH:34][CH:23]1[C:24]2[C:29](=[CH:28][CH:27]=[C:26]([C:30]([F:33])([F:31])[F:32])[CH:25]=2)[CH:21]([N:18]2[CH2:19][CH2:20][N:15]([C:2]3([CH3:1])[CH2:3][CH2:4][N:5]([C:8]([O:10][C:11]([CH3:14])([CH3:13])[CH3:12])=[O:9])[CH2:6][CH2:7]3)[CH2:16][C@@H:17]2[CH3:35])[CH2:22]1, predict the reactants needed to synthesize it. The reactants are: [CH3:1][C:2]1([N:15]2[CH2:20][CH2:19][N:18]([CH:21]3[C:29]4[C:24](=[CH:25][C:26]([C:30]([F:33])([F:32])[F:31])=[CH:27][CH:28]=4)[C:23](=[O:34])[CH2:22]3)[CH:17]([CH3:35])[CH2:16]2)[CH2:7][CH2:6][N:5]([C:8]([O:10][C:11]([CH3:14])([CH3:13])[CH3:12])=[O:9])[CH2:4][CH2:3]1.[BH4-].[Na+]. (3) Given the product [F:24][C:25]1[CH:32]=[CH:31][C:28]([CH2:29][S:8][C:6]2[N:5]([CH2:9][C:10]([OH:12])=[O:11])[C:4]3[CH2:13][CH2:14][CH2:15][C:3]=3[C:2](=[O:1])[N:7]=2)=[CH:27][CH:26]=1, predict the reactants needed to synthesize it. The reactants are: [O:1]=[C:2]1[NH:7][C:6](=[S:8])[N:5]([CH2:9][C:10]([OH:12])=[O:11])[C:4]2[CH2:13][CH2:14][CH2:15][C:3]1=2.[OH-].[Na+].C([O-])([O-])=O.[Na+].[Na+].[F:24][C:25]1[CH:32]=[CH:31][C:28]([CH2:29]Cl)=[CH:27][CH:26]=1.C(O)=O. (4) Given the product [NH:20]1[CH:24]=[CH:23][N:22]=[C:21]1[CH2:25][C@@H:26]([OH:30])[CH3:27], predict the reactants needed to synthesize it. The reactants are: C([N:20]1[CH:24]=[CH:23][N:22]=[C:21]1[CH:25](O)[CH2:26][CH3:27])(C1C=CC=CC=1)(C1C=CC=CC=1)C1C=CC=CC=1.C[OH:30]. (5) Given the product [CH3:17][C:16]([CH3:19])([CH3:18])[C:15]([NH:14][C:3]1[CH:4]=[N:5][C:6]([N:8]2[CH2:13][CH2:12][O:11][CH2:10][CH2:9]2)=[CH:7][C:2]=1[C:28]1[CH:29]=[CH:30][CH:31]=[CH:32][C:27]=1[CH3:36])=[O:20], predict the reactants needed to synthesize it. The reactants are: I[C:2]1[CH:7]=[C:6]([N:8]2[CH2:13][CH2:12][O:11][CH2:10][CH2:9]2)[N:5]=[CH:4][C:3]=1[NH:14][C:15](=[O:20])[C:16]([CH3:19])([CH3:18])[CH3:17].C(=O)([O-])[O-].[Na+].[Na+].[C:27]1([CH3:36])[CH:32]=[CH:31][CH:30]=[CH:29][C:28]=1B(O)O. (6) Given the product [CH3:38][C:25]1[CH:26]=[C:27](/[CH:31]=[CH:32]/[C:33]([O:35][CH2:36][CH3:37])=[O:34])[CH:28]=[C:29]([CH3:30])[C:24]=1[O:20][CH:15]([C:13]1[CH:12]=[CH:11][CH:10]=[C:9]([C:6]2[CH:5]=[CH:4][C:3]([C:2]([F:21])([F:1])[F:22])=[CH:8][CH:7]=2)[N:14]=1)[CH2:16][CH2:17][CH2:18][CH3:19], predict the reactants needed to synthesize it. The reactants are: [F:1][C:2]([F:22])([F:21])[C:3]1[CH:8]=[CH:7][C:6]([C:9]2[N:14]=[C:13]([CH:15]([OH:20])[CH2:16][CH2:17][CH2:18][CH3:19])[CH:12]=[CH:11][CH:10]=2)=[CH:5][CH:4]=1.O[C:24]1[C:29]([CH3:30])=[CH:28][C:27](/[CH:31]=[CH:32]/[C:33]([O:35][CH2:36][CH3:37])=[O:34])=[CH:26][C:25]=1[CH3:38].C1CCN(C(N=NC(N2CCCCC2)=O)=O)CC1.CCCCP(CCCC)CCCC. (7) Given the product [CH3:1][C:2]1[CH:3]=[C:4]([NH:16][C:17]2[C:26]3[C:21](=[CH:22][CH:23]=[CH:24][C:25]=3[O:27][C@H:28]([CH3:32])[C:29]([NH2:33])=[O:31])[N:20]=[CH:19][N:18]=2)[CH:5]=[CH:6][C:7]=1[O:8][C:9]1[CH:10]=[N:11][C:12]([CH3:15])=[CH:13][CH:14]=1, predict the reactants needed to synthesize it. The reactants are: [CH3:1][C:2]1[CH:3]=[C:4]([NH:16][C:17]2[C:26]3[C:21](=[CH:22][CH:23]=[CH:24][C:25]=3[O:27][C@H:28]([CH3:32])[C:29]([OH:31])=O)[N:20]=[CH:19][N:18]=2)[CH:5]=[CH:6][C:7]=1[O:8][C:9]1[CH:10]=[N:11][C:12]([CH3:15])=[CH:13][CH:14]=1.[NH3:33]. (8) The reactants are: C([O:4][CH:5]1[CH2:11][NH:10][CH2:9][CH2:8][NH:7][CH2:6]1)(=O)C.[CH2:12]([N:19]1[C:27]2[C:26](=[O:28])[N:25]([CH3:29])[C:24](=[O:30])[N:23]([CH3:31])[C:22]=2[N:21]=[C:20]1Cl)[C:13]1[CH:18]=[CH:17][CH:16]=[CH:15][CH:14]=1.C(N(CC)CC)C. Given the product [CH2:12]([N:19]1[C:27]2[C:26](=[O:28])[N:25]([CH3:29])[C:24](=[O:30])[N:23]([CH3:31])[C:22]=2[N:21]=[C:20]1[N:7]1[CH2:6][CH:5]([OH:4])[CH2:11][NH:10][CH2:9][CH2:8]1)[C:13]1[CH:18]=[CH:17][CH:16]=[CH:15][CH:14]=1, predict the reactants needed to synthesize it.